From a dataset of Reaction yield outcomes from USPTO patents with 853,638 reactions. Predict the reaction yield, written as a fraction of the theoretical maximum amount of product (1.0 means a 100% yield; for example, 0.34 means a 34% yield). The reactants are [C:1]([O:5][CH:6]([C:11]1[C:16]([CH3:17])=[CH:15][CH:14]=[C:13]([CH:18]2[CH2:20][CH2:19]2)[C:12]=1[C:21]1[CH:26]=[CH:25][C:24]([N+:27]([O-])=O)=[CH:23][CH:22]=1)[C:7]([O:9][CH3:10])=[O:8])([CH3:4])([CH3:3])[CH3:2]. The catalyst is [Pd].CO. The product is [NH2:27][C:24]1[CH:23]=[CH:22][C:21]([C:12]2[C:13]([CH:18]3[CH2:20][CH2:19]3)=[CH:14][CH:15]=[C:16]([CH3:17])[C:11]=2[CH:6]([O:5][C:1]([CH3:4])([CH3:3])[CH3:2])[C:7]([O:9][CH3:10])=[O:8])=[CH:26][CH:25]=1. The yield is 0.980.